Task: Predict the reactants needed to synthesize the given product.. Dataset: Full USPTO retrosynthesis dataset with 1.9M reactions from patents (1976-2016) (1) Given the product [CH3:1][O:2][C:3](=[O:24])[C:4]1[CH:9]=[CH:8][C:7]([CH2:10][O:12][NH2:13])=[CH:6][C:5]=1[Br:23], predict the reactants needed to synthesize it. The reactants are: [CH3:1][O:2][C:3](=[O:24])[C:4]1[CH:9]=[CH:8][C:7]([C:10]([O:12][N:13]2C(=O)C3C(=CC=CC=3)C2)=O)=[CH:6][C:5]=1[Br:23].CNN. (2) Given the product [F:26][C:23]1[CH:24]=[CH:25][C:20]([CH2:19][C:18]([N:12]2[CH2:13][CH:14]([O:16][CH3:17])[CH2:15][NH:11]2)=[O:27])=[CH:21][CH:22]=1, predict the reactants needed to synthesize it. The reactants are: C(OC([N:11]1[CH2:15][CH:14]([O:16][CH3:17])[CH2:13][N:12]1[C:18](=[O:27])[CH2:19][C:20]1[CH:25]=[CH:24][C:23]([F:26])=[CH:22][CH:21]=1)=O)C1C=CC=CC=1. (3) Given the product [Br:26][C:24]1[CH:25]=[C:20]([NH:15][C:12]2[CH:13]=[CH:14][C:9]([N:7]3[CH2:6][CH2:5][N:4]([CH3:18])[CH:3]([CH2:2][F:1])[CH2:8]3)=[CH:10][N:11]=2)[C:21](=[O:28])[N:22]([CH3:27])[CH:23]=1, predict the reactants needed to synthesize it. The reactants are: [F:1][CH2:2][CH:3]1[CH2:8][N:7]([C:9]2[CH:10]=[N:11][C:12]([N+:15]([O-])=O)=[CH:13][CH:14]=2)[CH2:6][CH2:5][N:4]1[CH3:18].Br[C:20]1[C:21](=[O:28])[N:22]([CH3:27])[CH:23]=[C:24]([Br:26])[CH:25]=1.C(=O)([O-])[O-].[Cs+].[Cs+].CC1(C)C2C(=C(P(C3C=CC=CC=3)C3C=CC=CC=3)C=CC=2)OC2C(P(C3C=CC=CC=3)C3C=CC=CC=3)=CC=CC1=2. (4) Given the product [NH2:1][C:4]1[CH:31]=[CH:30][C:7]([O:8][C:9]2[CH:10]=[CH:11][C:12]([NH:19][S:20]([C:23]3[CH:28]=[CH:27][C:26]([CH3:29])=[CH:25][CH:24]=3)(=[O:22])=[O:21])=[C:13]([CH:18]=2)[C:14]([O:16][CH3:17])=[O:15])=[CH:6][C:5]=1[C:32]([O:34][CH3:35])=[O:33], predict the reactants needed to synthesize it. The reactants are: [N+:1]([C:4]1[CH:31]=[CH:30][C:7]([O:8][C:9]2[CH:10]=[CH:11][C:12]([NH:19][S:20]([C:23]3[CH:28]=[CH:27][C:26]([CH3:29])=[CH:25][CH:24]=3)(=[O:22])=[O:21])=[C:13]([CH:18]=2)[C:14]([O:16][CH3:17])=[O:15])=[CH:6][C:5]=1[C:32]([O:34][CH3:35])=[O:33])([O-])=O.[Cl-].[NH4+]. (5) Given the product [OH:2][CH:3]([CH:9]1[O:14][CH2:13][CH2:12][N:11]([S:15]([C:18]2[CH:24]=[CH:23][C:21]([CH3:22])=[CH:20][CH:19]=2)(=[O:17])=[O:16])[CH2:10]1)[C:4]([O:6][CH2:7][CH3:8])=[O:5], predict the reactants needed to synthesize it. The reactants are: Cl.[OH:2][CH:3]([CH:9]1[O:14][CH2:13][CH2:12][NH:11][CH2:10]1)[C:4]([O:6][CH2:7][CH3:8])=[O:5].[S:15](Cl)([C:18]1[CH:24]=[CH:23][C:21]([CH3:22])=[CH:20][CH:19]=1)(=[O:17])=[O:16].S(Cl)(C)(=O)=O. (6) Given the product [F:20][CH2:21][CH2:22][NH:23][C:2]1[CH:7]=[CH:6][N:5]2[CH:8]=[C:9]([C:11]3[CH:16]=[CH:15][CH:14]=[C:13]([O:17][CH3:18])[CH:12]=3)[N:10]=[C:4]2[CH:3]=1, predict the reactants needed to synthesize it. The reactants are: Br[C:2]1[CH:7]=[CH:6][N:5]2[CH:8]=[C:9]([C:11]3[CH:16]=[CH:15][CH:14]=[C:13]([O:17][CH3:18])[CH:12]=3)[N:10]=[C:4]2[CH:3]=1.Cl.[F:20][CH2:21][CH2:22][NH2:23]. (7) Given the product [CH:1]1([C:7]([NH:15][NH2:16])=[O:9])[CH2:6][CH2:5][CH2:4][CH2:3][CH2:2]1, predict the reactants needed to synthesize it. The reactants are: [CH:1]1([C:7]([O:9]C)=O)[CH2:6][CH2:5][CH2:4][CH2:3][CH2:2]1.C(O)C.O.[NH2:15][NH2:16].